Dataset: Catalyst prediction with 721,799 reactions and 888 catalyst types from USPTO. Task: Predict which catalyst facilitates the given reaction. (1) Reactant: [NH2:1][C:2]1[CH:12]=[CH:11][C:5]([C:6]([O:8][CH2:9][CH3:10])=[O:7])=[CH:4][CH:3]=1.[Cl:13][C:14]1[CH:27]=[CH:26][C:17]2[S:18][C:19]([S:22](Cl)(=[O:24])=[O:23])=[C:20]([CH3:21])[C:16]=2[CH:15]=1.Cl. Product: [Cl:13][C:14]1[CH:27]=[CH:26][C:17]2[S:18][C:19]([S:22]([NH:1][C:2]3[CH:3]=[CH:4][C:5]([C:6]([O:8][CH2:9][CH3:10])=[O:7])=[CH:11][CH:12]=3)(=[O:23])=[O:24])=[C:20]([CH3:21])[C:16]=2[CH:15]=1. The catalyst class is: 17. (2) Reactant: [CH2:1]([O:3][C:4]1[CH:5]=[C:6]([CH:12]=[CH:13][C:14]=1[F:15])[C:7]([O:9]CC)=[O:8])[CH3:2].[OH-].[Na+]. Product: [CH2:1]([O:3][C:4]1[CH:5]=[C:6]([CH:12]=[CH:13][C:14]=1[F:15])[C:7]([OH:9])=[O:8])[CH3:2]. The catalyst class is: 24. (3) Reactant: [OH:1][CH:2]([C:15]1[CH:20]=[CH:19][C:18]([O:21][CH2:22][C:23]2[CH:28]=[CH:27][C:26]([O:29][CH2:30]/[C:31](=[N:38]\[O:39][CH3:40])/[C:32]3[CH:37]=[CH:36][CH:35]=[CH:34][CH:33]=3)=[CH:25][CH:24]=2)=[CH:17][CH:16]=1)[CH:3](SC1C=CC=CC=1)[C:4]([O:6][CH3:7])=[O:5].[CH3:41]C(N=NC(C#N)(C)C)(C#N)C.C([SnH](CCCC)CCCC)CCC. Product: [OH:1][CH:2]([C:15]1[CH:20]=[CH:19][C:18]([O:21][CH2:22][C:23]2[CH:24]=[CH:25][C:26]([O:29][CH2:30]/[C:31](=[N:38]\[O:39][CH3:40])/[C:32]3[CH:33]=[CH:34][CH:35]=[CH:36][CH:37]=3)=[CH:27][CH:28]=2)=[CH:17][CH:16]=1)[CH2:3][C:4]([O:6][CH2:7][CH3:41])=[O:5]. The catalyst class is: 48. (4) The catalyst class is: 1. Reactant: [H-].[Al+3].[Li+].[H-].[H-].[H-].[NH2:7][C:8]1[CH:30]=[CH:29][C:28]([F:31])=[CH:27][C:9]=1[O:10][C@@H:11]1[CH2:15][N:14]([C:16]([O:18][C:19]([CH3:22])([CH3:21])[CH3:20])=[O:17])[C@H:13]([C:23](OC)=[O:24])[CH2:12]1. Product: [NH2:7][C:8]1[CH:30]=[CH:29][C:28]([F:31])=[CH:27][C:9]=1[O:10][C@@H:11]1[CH2:15][N:14]([C:16]([O:18][C:19]([CH3:21])([CH3:22])[CH3:20])=[O:17])[C@H:13]([CH2:23][OH:24])[CH2:12]1. (5) Reactant: CO[C:3](=[O:20])[C@@H:4]([N:6]([C:10]([O:12][CH2:13][C:14]1[CH:19]=[CH:18][CH:17]=[CH:16][CH:15]=1)=[O:11])[CH2:7][CH:8]=O)[CH3:5].[NH2:21][C@H:22]([CH2:34][OH:35])[CH2:23][CH2:24][N:25]1[CH2:32][CH2:31][C:28]2([CH2:30][CH2:29]2)[C@H:27]([OH:33])[CH2:26]1.[B-](OC(C)=O)(OC(C)=O)OC(C)=O.[Na+].C(O)(=O)C. Product: [CH2:13]([O:12][C:10]([N:6]1[CH2:7][CH2:8][N:21]([C@H:22]([CH2:34][OH:35])[CH2:23][CH2:24][N:25]2[CH2:32][CH2:31][C:28]3([CH2:30][CH2:29]3)[C@H:27]([OH:33])[CH2:26]2)[C:3](=[O:20])[C@@H:4]1[CH3:5])=[O:11])[C:14]1[CH:15]=[CH:16][CH:17]=[CH:18][CH:19]=1. The catalyst class is: 4. (6) Reactant: [CH3:1][C@@:2]1([C:5](=[O:38])[C@@H:6]([NH:14][C:15](=[O:37])[C@@H:16]([NH:24][C:25](=[O:36])[C@@H:26]([NH:28]C(=O)OC(C)(C)C)[CH3:27])[CH2:17][C:18]2[CH:23]=[CH:22][CH:21]=[CH:20][N:19]=2)[CH2:7][C:8]2[CH:13]=[CH:12][CH:11]=[CH:10][CH:9]=2)[CH2:4][O:3]1.[C:39]([OH:45])([C:41]([F:44])([F:43])[F:42])=[O:40]. Product: [OH:45][C:39]([C:41]([F:44])([F:43])[F:42])=[O:40].[NH2:28][C@@H:26]([CH3:27])[C:25]([NH:24][C@@H:16]([CH2:17][C:18]1[CH:23]=[CH:22][CH:21]=[CH:20][N:19]=1)[C:15]([NH:14][C@@H:6]([CH2:7][C:8]1[CH:13]=[CH:12][CH:11]=[CH:10][CH:9]=1)[C:5]([C@:2]1([CH3:1])[CH2:4][O:3]1)=[O:38])=[O:37])=[O:36]. The catalyst class is: 2. (7) Reactant: [CH3:1][C:2]1[CH:3]=[C:4]([CH:8]=[CH:9][C:10]=1[CH3:11])[C:5]([OH:7])=O.CN(C(ON1N=NC2C=CC=CC1=2)=[N+](C)C)C.[B-](F)(F)(F)F.CN1CCOCC1.[F:41][C:42]1([F:53])[CH2:46][CH2:45][N:44]([CH2:47][C@@H:48]([NH2:52])[CH:49]([CH3:51])[CH3:50])[CH2:43]1. Product: [F:53][C:42]1([F:41])[CH2:46][CH2:45][N:44]([CH2:47][C@@H:48]([NH:52][C:5](=[O:7])[C:4]2[CH:8]=[CH:9][C:10]([CH3:11])=[C:2]([CH3:1])[CH:3]=2)[CH:49]([CH3:50])[CH3:51])[CH2:43]1. The catalyst class is: 3. (8) Reactant: Cl.ClC1C=CC(NN)=CC=1.[Cl:11][C:12]1[CH:17]=[CH:16][C:15]([N:18]([CH2:20][C:21]([N:23]2[CH2:28][CH2:27][CH:26]([CH3:29])[CH2:25][CH2:24]2)=[O:22])N)=[CH:14][CH:13]=1.C(OC(OCC)CCCNC)C.ClC1C=C2C(=CC=1)N(C[C:53]([N:55]1[CH2:60][CH2:59][CH:58](C)[CH2:57][CH2:56]1)=O)C=C2CCNC.C=O.C(O)(C(F)(F)F)=O. Product: [Cl:11][C:12]1[CH:17]=[C:16]2[C:15](=[CH:14][CH:13]=1)[N:18]([CH2:20][C:21]([N:23]1[CH2:28][CH2:27][CH:26]([CH3:29])[CH2:25][CH2:24]1)=[O:22])[C:57]1[CH2:56][N:55]([CH3:53])[CH2:60][CH2:59][C:58]2=1. The catalyst class is: 556. (9) Reactant: [NH2:1][C:2]1[CH:10]=[C:9]([F:11])[C:8]([F:12])=[CH:7][C:3]=1[C:4](O)=[O:5]. Product: [NH2:1][C:2]1[CH:10]=[C:9]([F:11])[C:8]([F:12])=[CH:7][C:3]=1[CH2:4][OH:5]. The catalyst class is: 1. (10) Reactant: [CH3:1][N:2]([CH2:4][C:5]1[C:9]([C:10]2[CH:15]=[CH:14][C:13]([N+:16]([O-:18])=[O:17])=[CH:12][CH:11]=2)=[CH:8][NH:7][C:6]=1[C:19]([O:21][CH2:22][CH3:23])=[O:20])[CH3:3].[OH-].[Na+].[NH2:26]Cl.O. Product: [NH2:26][N:7]1[CH:8]=[C:9]([C:10]2[CH:11]=[CH:12][C:13]([N+:16]([O-:18])=[O:17])=[CH:14][CH:15]=2)[C:5]([CH2:4][N:2]([CH3:1])[CH3:3])=[C:6]1[C:19]([O:21][CH2:22][CH3:23])=[O:20]. The catalyst class is: 9.